This data is from Catalyst prediction with 721,799 reactions and 888 catalyst types from USPTO. The task is: Predict which catalyst facilitates the given reaction. (1) Reactant: [OH-].[Na+].[Cl:3][C:4]1[CH:9]=[CH:8][C:7]([C:10]2[CH:15]=[CH:14][C:13]([CH2:16][O:17][C:18]3[CH:23]=[CH:22][C:21]([O:24][C:25]([F:28])([F:27])[F:26])=[CH:20][C:19]=3[CH2:29][CH2:30][N:31]([CH2:41][C:42]3[CH:51]=[CH:50][C:45]([C:46]([O:48]C)=[O:47])=[CH:44][CH:43]=3)[CH2:32][CH2:33][CH2:34][CH2:35][C:36]([O:38]CC)=[O:37])=[CH:12][CH:11]=2)=[CH:6][CH:5]=1. Product: [C:36]([CH2:35][CH2:34][CH2:33][CH2:32][N:31]([CH2:41][C:42]1[CH:43]=[CH:44][C:45]([C:46]([OH:48])=[O:47])=[CH:50][CH:51]=1)[CH2:30][CH2:29][C:19]1[CH:20]=[C:21]([O:24][C:25]([F:28])([F:26])[F:27])[CH:22]=[CH:23][C:18]=1[O:17][CH2:16][C:13]1[CH:14]=[CH:15][C:10]([C:7]2[CH:8]=[CH:9][C:4]([Cl:3])=[CH:5][CH:6]=2)=[CH:11][CH:12]=1)([OH:38])=[O:37]. The catalyst class is: 127. (2) Reactant: [CH2:1]([O:3][C:4]([C@@H:6]1[CH2:10][C:9](=[O:11])[CH2:8][C@H:7]1[C:12]([OH:14])=O)=[O:5])[CH3:2].[NH:15]1[CH2:20][CH2:19][O:18][CH2:17][CH2:16]1.O.ON1C2C=CC=CC=2N=N1.Cl.CN(C)CCCN=C=NCC. Product: [CH2:1]([O:3][C:4]([C@@H:6]1[CH2:10][C:9](=[O:11])[CH2:8][C@H:7]1[C:12]([N:15]1[CH2:20][CH2:19][O:18][CH2:17][CH2:16]1)=[O:14])=[O:5])[CH3:2]. The catalyst class is: 7. (3) Reactant: Cl[C:2]1[S:6][N:5]=[C:4]([S:7][CH3:8])[N:3]=1.[N:9]1[CH:14]=[CH:13][CH:12]=[N:11][C:10]=1[CH2:15][OH:16].[H-].[Na+].[Cl-].[Na+]. Product: [N:9]1[CH:14]=[CH:13][CH:12]=[N:11][C:10]=1[CH2:15][O:16][C:2]1[S:6][N:5]=[C:4]([S:7][CH3:8])[N:3]=1. The catalyst class is: 9. (4) Reactant: [Cl:1][C:2]1[CH:3]=[C:4]([OH:9])[CH:5]=[CH:6][C:7]=1[CH3:8].N1C=CC=CC=1.[C:16](Cl)(=[O:18])[CH3:17]. Product: [Cl:1][C:2]1[C:7]([CH3:8])=[CH:6][C:5]([C:16](=[O:18])[CH3:17])=[C:4]([OH:9])[CH:3]=1. The catalyst class is: 426. (5) Reactant: [CH2:1]([O:8][C:9]1[C:14]2[CH:15]=[C:16]([C:18](=O)[CH2:19]Br)[O:17][C:13]=2[CH:12]=[C:11]([O:22][CH3:23])[CH:10]=1)[C:2]1[CH:7]=[CH:6][CH:5]=[CH:4][CH:3]=1.[F:24][C@H:25]([C:27]1[S:31][C:30]([NH2:32])=[N:29][N:28]=1)[CH3:26].CC(O)C. Product: [CH2:1]([O:8][C:9]1[C:14]2[CH:15]=[C:16]([C:18]3[N:32]=[C:30]4[N:29]([CH:19]=3)[N:28]=[C:27]([C@@H:25]([F:24])[CH3:26])[S:31]4)[O:17][C:13]=2[CH:12]=[C:11]([O:22][CH3:23])[CH:10]=1)[C:2]1[CH:7]=[CH:6][CH:5]=[CH:4][CH:3]=1. The catalyst class is: 643. (6) Reactant: [CH2:1]([C:3]1[CH:8]=[CH:7][CH:6]=[C:5]([CH2:9][CH3:10])[C:4]=1[NH:11][C:12]([C:14]1[C:18]2[CH2:19][CH2:20][C:21]3[CH:22]=[N:23][C:24]([NH:27][C:28]4[CH:33]=[CH:32][C:31]([CH2:34][OH:35])=[CH:30][C:29]=4[O:36][CH3:37])=[N:25][C:26]=3[C:17]=2[N:16]([CH3:38])[N:15]=1)=[O:13])[CH3:2]. Product: [CH2:9]([C:5]1[CH:6]=[CH:7][CH:8]=[C:3]([CH2:1][CH3:2])[C:4]=1[NH:11][C:12]([C:14]1[C:18]2[CH2:19][CH2:20][C:21]3[CH:22]=[N:23][C:24]([NH:27][C:28]4[CH:33]=[CH:32][C:31]([CH:34]=[O:35])=[CH:30][C:29]=4[O:36][CH3:37])=[N:25][C:26]=3[C:17]=2[N:16]([CH3:38])[N:15]=1)=[O:13])[CH3:10]. The catalyst class is: 177.